This data is from Full USPTO retrosynthesis dataset with 1.9M reactions from patents (1976-2016). The task is: Predict the reactants needed to synthesize the given product. (1) Given the product [ClH:1].[CH:31]1(/[CH:30]=[CH:29]/[C:25]2[CH:24]=[C:23]([CH:28]=[CH:27][CH:26]=2)[O:22][C:19]2[CH:20]=[CH:21][C:16]([NH:15][C:13]3[C:14]4[N:6]([CH2:5][CH2:4][NH:3][C:40](=[O:41])[CH2:39][S:36]([CH3:35])(=[O:38])=[O:37])[CH:7]=[CH:8][C:9]=4[N:10]=[CH:11][N:12]=3)=[CH:17][C:18]=2[CH3:34])[CH2:32][CH2:33]1, predict the reactants needed to synthesize it. The reactants are: [ClH:1].Cl.[NH2:3][CH2:4][CH2:5][N:6]1[C:14]2[C:13]([NH:15][C:16]3[CH:21]=[CH:20][C:19]([O:22][C:23]4[CH:28]=[CH:27][CH:26]=[C:25](/[CH:29]=[CH:30]/[CH:31]5[CH2:33][CH2:32]5)[CH:24]=4)=[C:18]([CH3:34])[CH:17]=3)=[N:12][CH:11]=[N:10][C:9]=2[CH:8]=[CH:7]1.[CH3:35][S:36]([CH2:39][C:40](O)=[O:41])(=[O:38])=[O:37].ON1C2C=CC=CC=2N=N1.Cl.C(N=C=NCCCN(C)C)C.Cl.C(OCC)(=O)C. (2) Given the product [CH:19]1([CH2:18][O:17][C:16]2[CH:15]=[CH:14][C:13]([CH2:25][CH2:26][C:27]([OH:29])=[O:28])=[CH:12][C:11]=2[C:9]2[CH:8]=[CH:7][C:5]3[NH:6][C:2](=[O:40])[S:3][C:4]=3[CH:10]=2)[CH2:24][CH2:23][CH2:22][CH2:20]1, predict the reactants needed to synthesize it. The reactants are: Br[C:2]1[S:3][C:4]2[CH:10]=[C:9]([C:11]3[CH:12]=[C:13]([CH2:25][CH2:26][C:27]([O:29]CC)=[O:28])[CH:14]=[CH:15][C:16]=3[O:17][CH2:18][CH:19]3[CH2:24][CH2:23][CH2:22]C[CH2:20]3)[CH:8]=[CH:7][C:5]=2[N:6]=1.Cl.FC1C=C(CCC(O)=O)C=CC=1[O:40]C. (3) Given the product [Cl:1][C:2]1[CH:3]=[C:4]2[NH:22][C:21]([O:23][C@@H:24]3[CH2:28][O:27][C@@H:26]4[C@:29]([CH2:33][CH2:34][OH:35])([OH:32])[CH2:30][O:31][C@H:25]34)=[N:20][C:5]2=[N:6][C:7]=1[C:8]1[CH:13]=[CH:12][C:11]([C:14]2[CH:15]=[CH:16][CH:17]=[CH:18][CH:19]=2)=[CH:10][CH:9]=1, predict the reactants needed to synthesize it. The reactants are: [Cl:1][C:2]1[CH:3]=[C:4]2[NH:22][C:21]([O:23][C@@H:24]3[CH2:28][O:27][C@@H:26]4[C@:29]([CH2:33][CH:34]=[O:35])([OH:32])[CH2:30][O:31][C@H:25]34)=[N:20][C:5]2=[N:6][C:7]=1[C:8]1[CH:13]=[CH:12][C:11]([C:14]2[CH:19]=[CH:18][CH:17]=[CH:16][CH:15]=2)=[CH:10][CH:9]=1.[BH4-].[Na+].